Dataset: Forward reaction prediction with 1.9M reactions from USPTO patents (1976-2016). Task: Predict the product of the given reaction. (1) Given the reactants [Cl:1][C:2]1[C:3]([C:35](N)=[O:36])=[CH:4][C:5]2[N:9]=[C:8]([CH2:10][CH3:11])[N:7]([C:12]3[CH:17]=[CH:16][C:15]([CH2:18][CH2:19][NH:20][C:21]([NH:23][S:24]([C:27]4[CH:32]=[CH:31][C:30]([CH3:33])=[CH:29][CH:28]=4)(=[O:26])=[O:25])=[O:22])=[CH:14][CH:13]=3)[C:6]=2[CH:34]=1.[OH-:38].[K+].O.Cl, predict the reaction product. The product is: [Cl:1][C:2]1[C:3]([C:35]([OH:36])=[O:38])=[CH:4][C:5]2[N:9]=[C:8]([CH2:10][CH3:11])[N:7]([C:12]3[CH:13]=[CH:14][C:15]([CH2:18][CH2:19][NH:20][C:21]([NH:23][S:24]([C:27]4[CH:32]=[CH:31][C:30]([CH3:33])=[CH:29][CH:28]=4)(=[O:25])=[O:26])=[O:22])=[CH:16][CH:17]=3)[C:6]=2[CH:34]=1. (2) Given the reactants BrB(Br)Br.C[O:6][C:7]1[CH:8]=[C:9]2[C:13](=[CH:14][C:15]=1[O:16]C)[C:12](=[O:18])[CH2:11][CH2:10]2, predict the reaction product. The product is: [OH:6][C:7]1[CH:8]=[C:9]2[C:13](=[CH:14][C:15]=1[OH:16])[C:12](=[O:18])[CH2:11][CH2:10]2. (3) Given the reactants [CH:1]12[CH2:9][CH:5]([CH:6]=[CH:7][CH2:8]1)[CH2:4][N:3]([C:10]([O:12][CH2:13][CH3:14])=[O:11])[CH2:2]2.B.C1C[O:19]CC1.[OH-].[Na+].OO, predict the reaction product. The product is: [OH:19][CH:6]1[CH2:7][CH2:8][CH:1]2[CH2:9][CH:5]1[CH2:4][N:3]([C:10]([O:12][CH2:13][CH3:14])=[O:11])[CH2:2]2. (4) Given the reactants [CH2:1]([C@@H:8]([CH2:12][CH2:13][C@H:14]([CH2:33][C:34]1[CH:39]=[CH:38][CH:37]=[CH:36][CH:35]=1)[C:15](=[O:32])[NH:16][C@H:17]1[CH2:23][CH2:22][CH2:21][CH2:20][N:19]([C:24]2[CH:29]=[CH:28][CH:27]=[CH:26][C:25]=2[CH3:30])[C:18]1=[O:31])[C:9](O)=[O:10])[C:2]1[CH:7]=[CH:6][CH:5]=[CH:4][CH:3]=1.[NH2:40][C@H:41]1[CH2:47][CH2:46][S:45][C@H:44]2[CH2:48][CH2:49][CH2:50][C@@H:51]([C:52]#[N:53])[N:43]2[C:42]1=[O:54], predict the reaction product. The product is: [CH2:1]([C@@H:8]([CH2:12][CH2:13][C@H:14]([CH2:33][C:34]1[CH:39]=[CH:38][CH:37]=[CH:36][CH:35]=1)[C:15]([NH:16][C@H:17]1[CH2:23][CH2:22][CH2:21][CH2:20][N:19]([C:24]2[CH:29]=[CH:28][CH:27]=[CH:26][C:25]=2[CH3:30])[C:18]1=[O:31])=[O:32])[C:9]([NH:40][C@H:41]1[CH2:47][CH2:46][S:45][C@H:44]2[CH2:48][CH2:49][CH2:50][C@@H:51]([C:52]#[N:53])[N:43]2[C:42]1=[O:54])=[O:10])[C:2]1[CH:7]=[CH:6][CH:5]=[CH:4][CH:3]=1. (5) Given the reactants [F:1][C:2]1[CH:9]=[CH:8][C:5]([CH2:6][NH2:7])=[CH:4][CH:3]=1.[Cl:10][C:11]1[CH:16]=[CH:15][C:14]([C:17]2[N:22]=[C:21]3[C:23](=[O:27])[O:24][C:25](=[O:26])[C:20]3=[N:19][C:18]=2[C:28]2[CH:33]=[CH:32][C:31]([Cl:34])=[CH:30][CH:29]=2)=[CH:13][CH:12]=1, predict the reaction product. The product is: [Cl:10][C:11]1[CH:12]=[CH:13][C:14]([C:17]2[N:22]=[C:21]([C:23]([NH:7][CH2:6][C:5]3[CH:8]=[CH:9][C:2]([F:1])=[CH:3][CH:4]=3)=[O:27])[C:20]([C:25]([OH:26])=[O:24])=[N:19][C:18]=2[C:28]2[CH:33]=[CH:32][C:31]([Cl:34])=[CH:30][CH:29]=2)=[CH:15][CH:16]=1. (6) The product is: [Br:1][C:2]1[C:10]2[C:9]([NH:11][C:12]3[CH:13]=[C:14]4[CH:20]=[N:19][NH:18][C:15]4=[N:16][CH:17]=3)=[N:8][CH:7]=[N:6][C:5]=2[NH:4][C:3]=1[C:21]([N:26]1[CH2:27][CH2:28][O:29][CH2:30][C@H:25]1[CH3:24])=[O:22]. Given the reactants [Br:1][C:2]1[C:10]2[C:9]([NH:11][C:12]3[CH:13]=[C:14]4[CH:20]=[N:19][NH:18][C:15]4=[N:16][CH:17]=3)=[N:8][CH:7]=[N:6][C:5]=2[NH:4][C:3]=1[C:21](O)=[O:22].[CH3:24][C@@H:25]1[CH2:30][O:29][CH2:28][CH2:27][NH:26]1, predict the reaction product.